Dataset: Catalyst prediction with 721,799 reactions and 888 catalyst types from USPTO. Task: Predict which catalyst facilitates the given reaction. (1) Reactant: [OH:1][C:2]([CH3:11])([CH2:8][CH:9]=[CH2:10])[C:3]([O:5][CH2:6][CH3:7])=[O:4]. Product: [OH:1][C:2]([CH3:11])([CH2:8][CH2:9][CH3:10])[C:3]([O:5][CH2:6][CH3:7])=[O:4]. The catalyst class is: 78. (2) Reactant: [CH:1]1([C:6]2[CH:7]=[C:8]([CH:12]=[CH:13][C:14]=2[O:15][CH3:16])[C:9]([OH:11])=O)[CH2:5][CH2:4][CH2:3][CH2:2]1.C(Cl)(=O)C(Cl)=O.[Sn](Cl)(Cl)(Cl)Cl.[Br:28][C:29]1[CH:42]=[CH:41][CH:40]=[CH:39][C:30]=1[CH2:31][C:32]1[O:33][C:34]([CH3:38])=[C:35]([CH3:37])[CH:36]=1. Product: [Br:28][C:29]1[CH:42]=[CH:41][CH:40]=[CH:39][C:30]=1[CH2:31][C:32]1[O:33][C:34]([CH3:38])=[C:35]([CH3:37])[C:36]=1[C:9]([C:8]1[CH:12]=[CH:13][C:14]([O:15][CH3:16])=[C:6]([CH:1]2[CH2:2][CH2:3][CH2:4][CH2:5]2)[CH:7]=1)=[O:11]. The catalyst class is: 454. (3) Product: [C@H:2]12[CH2:8][C@H:5]([CH2:6][CH2:7]1)[C@@H:4]([CH2:9][OH:10])[NH:3]2. The catalyst class is: 7. Reactant: Cl.[C@H:2]12[CH2:8][C@H:5]([CH2:6][CH2:7]1)[C@@H:4]([C:9](O)=[O:10])[NH:3]2.[AlH4-].[Li+]. (4) Reactant: C(OC([N:8]1[CH2:13][CH2:12][N:11]([CH2:14][CH2:15][O:16][C:17]2[CH:22]=[CH:21][C:20]([Cl:23])=[CH:19][C:18]=2[C:24](=[O:36])[NH:25][C:26]2[CH:31]=[CH:30][C:29]([N+:32]([O-:34])=[O:33])=[CH:28][C:27]=2[Cl:35])[CH2:10][CH2:9]1)=O)(C)(C)C.C(O)(C(F)(F)F)=O. Product: [Cl:23][C:20]1[CH:21]=[CH:22][C:17]([O:16][CH2:15][CH2:14][N:11]2[CH2:12][CH2:13][NH:8][CH2:9][CH2:10]2)=[C:18]([CH:19]=1)[C:24]([NH:25][C:26]1[CH:31]=[CH:30][C:29]([N+:32]([O-:34])=[O:33])=[CH:28][C:27]=1[Cl:35])=[O:36]. The catalyst class is: 2.